This data is from Full USPTO retrosynthesis dataset with 1.9M reactions from patents (1976-2016). The task is: Predict the reactants needed to synthesize the given product. Given the product [F:30][C:24]1[CH:25]=[C:26]([F:29])[CH:27]=[CH:28][C:23]=1[N:19]1[C:18]([N:12]2[N:11]=[C:10]3[C:14]([CH2:15][CH2:16][O:17][C:8]4[CH:7]=[C:6]([CH:4]5[CH2:3][N:2]([CH2:34][CH2:35][OH:36])[CH2:5]5)[CH:32]=[CH:31][C:9]=43)=[CH:13]2)=[N:22][CH:21]=[N:20]1, predict the reactants needed to synthesize it. The reactants are: Cl.[NH:2]1[CH2:5][CH:4]([C:6]2[CH:32]=[CH:31][C:9]3[C:10]4[C:14]([CH2:15][CH2:16][O:17][C:8]=3[CH:7]=2)=[CH:13][N:12]([C:18]2[N:19]([C:23]3[CH:28]=[CH:27][C:26]([F:29])=[CH:25][C:24]=3[F:30])[N:20]=[CH:21][N:22]=2)[N:11]=4)[CH2:3]1.Br[CH2:34][CH2:35][O:36]C1CCCCO1.CO.